From a dataset of Forward reaction prediction with 1.9M reactions from USPTO patents (1976-2016). Predict the product of the given reaction. (1) Given the reactants [C-:1]#[N:2].[Na+].[Cl:4][C:5]1[CH:6]=[C:7]([CH:27]=[CH:28][C:29]=1[Cl:30])[CH2:8][C@H:9]1[CH2:13][N:12]([C:14]([O:16][C:17]([CH3:20])([CH3:19])[CH3:18])=[O:15])[C@H:11]([CH2:21]OS(C)(=O)=O)[CH2:10]1.CCOC(C)=O.C([O-])([O-])=O.[Na+].[Na+], predict the reaction product. The product is: [C:1]([CH2:21][C@@H:11]1[CH2:10][C@@H:9]([CH2:8][C:7]2[CH:27]=[CH:28][C:29]([Cl:30])=[C:5]([Cl:4])[CH:6]=2)[CH2:13][N:12]1[C:14]([O:16][C:17]([CH3:20])([CH3:19])[CH3:18])=[O:15])#[N:2]. (2) The product is: [CH3:9][O:8][C:6]([C:5]1[CH:4]=[CH:3][C:2]([NH:1][C:20](=[O:21])[CH2:19][CH2:18][C:17]2[C:13]([CH3:12])=[N:14][O:15][C:16]=2[C:23]2[CH:24]=[CH:25][CH:26]=[CH:27][CH:28]=2)=[CH:11][CH:10]=1)=[O:7]. Given the reactants [NH2:1][C:2]1[CH:11]=[CH:10][C:5]([C:6]([O:8][CH3:9])=[O:7])=[CH:4][CH:3]=1.[CH3:12][C:13]1[C:17]([CH2:18][CH2:19][C:20](O)=[O:21])=[C:16]([C:23]2[CH:28]=[CH:27][CH:26]=[CH:25][CH:24]=2)[O:15][N:14]=1.O.ON1C2C=CC=CC=2N=N1.Cl.C(N=C=NCCCN(C)C)C, predict the reaction product. (3) Given the reactants [Si:1]([O:8][CH2:9][C:10]1[N:11]([CH3:26])[C:12]2[C:17]([CH:18]=1)=[CH:16][C:15]1[CH:19]([OH:25])[CH2:20][CH2:21][CH2:22][CH:23]=[CH:24][C:14]=1[CH:13]=2)([C:4]([CH3:7])([CH3:6])[CH3:5])([CH3:3])[CH3:2], predict the reaction product. The product is: [Si:1]([O:8][CH2:9][C:10]1[N:11]([CH3:26])[C:12]2[C:17]([CH:18]=1)=[CH:16][C:15]1[CH:19]([OH:25])[CH2:20][CH2:21][CH2:22][CH2:23][CH2:24][C:14]=1[CH:13]=2)([C:4]([CH3:7])([CH3:6])[CH3:5])([CH3:3])[CH3:2]. (4) Given the reactants Cl.Cl[CH2:3][CH2:4][CH:5]([C:10]1[CH:15]=[C:14]([F:16])[C:13]([F:17])=[C:12]([F:18])[CH:11]=1)[C:6]([NH:8][NH2:9])=O.C(N(CC)CC)C.Cl.Cl.[CH3:28][O:29][C:30]1[N:35]=[C:34](/[CH:36]=[CH:37]/[C:38](=[NH:42])OCC)[CH:33]=[CH:32][C:31]=1[N:43]1[CH:47]=[C:46]([CH3:48])[N:45]=[CH:44]1, predict the reaction product. The product is: [CH3:28][O:29][C:30]1[N:35]=[C:34](/[CH:36]=[CH:37]/[C:38]2[N:42]=[C:6]3[CH:5]([C:10]4[CH:15]=[C:14]([F:16])[C:13]([F:17])=[C:12]([F:18])[CH:11]=4)[CH2:4][CH2:3][N:8]3[N:9]=2)[CH:33]=[CH:32][C:31]=1[N:43]1[CH:47]=[C:46]([CH3:48])[N:45]=[CH:44]1. (5) Given the reactants [F:1][C:2]1[CH:10]=[C:9]2[C:5]([C:6]([C:11]3[CH:12]=[CH:13][C:14]([N:17]4[CH2:22][CH2:21]C(N)CC4)=[N:15][CH:16]=3)=[CH:7][NH:8]2)=[CH:4][CH:3]=1.FC1C=C2C(C(C3C=CC(N4CCC([NH:46][C:47](=[O:57])[CH2:48][NH:49]C(=O)OC(C)(C)C)CC4)=NC=3)=CN2)=CC=1, predict the reaction product. The product is: [NH2:49][CH2:48][C:47]([NH:46][CH2:21][CH2:22][NH:17][C:14]1[CH:13]=[CH:12][C:11]([C:6]2[C:5]3[C:9](=[CH:10][C:2]([F:1])=[CH:3][CH:4]=3)[NH:8][CH:7]=2)=[CH:16][N:15]=1)=[O:57]. (6) Given the reactants [CH3:1][Li].[Cl:3][C:4]1[CH:11]=[CH:10][C:7]([CH:8]=[O:9])=[C:6]([N+:12]([O-:14])=[O:13])[CH:5]=1, predict the reaction product. The product is: [Cl:3][C:4]1[CH:11]=[CH:10][C:7]([CH:8]([OH:9])[CH3:1])=[C:6]([N+:12]([O-:14])=[O:13])[CH:5]=1.